Dataset: Reaction yield outcomes from USPTO patents with 853,638 reactions. Task: Predict the reaction yield, written as a fraction of the theoretical maximum amount of product (1.0 means a 100% yield; for example, 0.34 means a 34% yield). The reactants are Cl[C:2]1[C:3]2[CH2:17][CH2:16][CH2:15][C:4]=2[N:5]=[C:6]([C:8]2[CH:13]=[CH:12][CH:11]=[C:10]([Cl:14])[CH:9]=2)[N:7]=1.CN1C(=O)CCC1.[CH3:25][C:26]1[CH:34]=[CH:33][C:29]([CH2:30][Mg]Cl)=[CH:28][CH:27]=1.[Cl-]. The catalyst is C1COCC1. The product is [Cl:14][C:10]1[CH:9]=[C:8]([C:6]2[N:7]=[C:2]([CH2:25][C:26]3[CH:34]=[CH:33][C:29]([CH3:30])=[CH:28][CH:27]=3)[C:3]3[CH2:17][CH2:16][CH2:15][C:4]=3[N:5]=2)[CH:13]=[CH:12][CH:11]=1. The yield is 0.520.